This data is from Forward reaction prediction with 1.9M reactions from USPTO patents (1976-2016). The task is: Predict the product of the given reaction. (1) Given the reactants CCN(C(C)C)C(C)C.[F:10][C:11]1[C:12]([CH3:32])=[CH:13][C:14]([NH:18][CH:19]2[CH2:24][CH2:23][N:22]([C:25]3([CH3:31])[CH2:30][CH2:29][O:28][CH2:27][CH2:26]3)[CH2:21][CH2:20]2)=[C:15]([OH:17])[CH:16]=1.[Cl:33][C:34](Cl)([O:36]C(=O)OC(Cl)(Cl)Cl)Cl, predict the reaction product. The product is: [ClH:33].[F:10][C:11]1[C:12]([CH3:32])=[CH:13][C:14]2[N:18]([CH:19]3[CH2:20][CH2:21][N:22]([C:25]4([CH3:31])[CH2:30][CH2:29][O:28][CH2:27][CH2:26]4)[CH2:23][CH2:24]3)[C:34](=[O:36])[O:17][C:15]=2[CH:16]=1. (2) Given the reactants [CH2:1]([O:8][C:9](=[O:33])[C@@H:10]([NH:20][C:21](=[O:32])[C@@H:22]([NH:24][C:25]([O:27]C(C)(C)C)=O)[CH3:23])[CH2:11][C:12]1[CH:17]=[CH:16][C:15]([O:18][CH3:19])=[CH:14][CH:13]=1)[C:2]1[CH:7]=[CH:6][CH:5]=[CH:4][CH:3]=1.FC(F)(F)C(O)=O.[CH3:41][N:42]1[C:46]([CH2:47][CH2:48]C(O)=O)=[CH:45][CH:44]=[N:43]1.C(N(CC)C(C)C)(C)C.CN(C(ON1N=NC2C=CC=NC1=2)=[N+](C)C)C.F[P-](F)(F)(F)(F)F, predict the reaction product. The product is: [CH2:1]([O:8][C:9](=[O:33])[C@@H:10]([NH:20][C:21](=[O:32])[C@@H:22]([NH:24][C:25](=[O:27])[CH2:48][CH2:47][C:46]1[N:42]([CH3:41])[N:43]=[CH:44][CH:45]=1)[CH3:23])[CH2:11][C:12]1[CH:17]=[CH:16][C:15]([O:18][CH3:19])=[CH:14][CH:13]=1)[C:2]1[CH:3]=[CH:4][CH:5]=[CH:6][CH:7]=1. (3) Given the reactants C(Cl)(C([Cl:5])=O)=O.[CH3:7][C:8]1([CH3:24])[CH2:22][C:21](=O)[C:11]2[S:12][CH2:13][C@@H:14]([C:16]([O:18][CH2:19][CH3:20])=[O:17])[NH:15][C:10]=2[CH2:9]1.O, predict the reaction product. The product is: [Cl:5][C:21]1[CH2:22][C:8]([CH3:24])([CH3:7])[CH2:9][C:10]2[C:11]=1[S:12][CH2:13][C@@H:14]([C:16]([O:18][CH2:19][CH3:20])=[O:17])[N:15]=2.